This data is from Reaction yield outcomes from USPTO patents with 853,638 reactions. The task is: Predict the reaction yield, written as a fraction of the theoretical maximum amount of product (1.0 means a 100% yield; for example, 0.34 means a 34% yield). (1) The reactants are [Br:1][C:2]1[CH:6]=[N:5][N:4]([CH3:7])[C:3]=1[C:8]1[CH:9]=[C:10]([NH:16][C:17]([NH:19][C:20]2[CH:25]=[CH:24][C:23]([Cl:26])=[CH:22][CH:21]=2)=[O:18])[CH:11]=[CH:12][C:13]=1[O:14]C.[Al+3].[Cl-].[Cl-].[Cl-].CCOC(C)=O.C(C(C(C([O-])=O)O)O)([O-])=O.[Na+].[K+]. The catalyst is C(Cl)Cl. The product is [Br:1][C:2]1[CH:6]=[N:5][N:4]([CH3:7])[C:3]=1[C:8]1[CH:9]=[C:10]([NH:16][C:17]([NH:19][C:20]2[CH:21]=[CH:22][C:23]([Cl:26])=[CH:24][CH:25]=2)=[O:18])[CH:11]=[CH:12][C:13]=1[OH:14]. The yield is 0.270. (2) The reactants are [C:9]1([S:8][S:8][C:9]2[CH:14]=[CH:13][CH:12]=[CH:11][CH:10]=2)[CH:14]=[CH:13][CH:12]=[CH:11][CH:10]=1.P(CCCC)(CCCC)CCCC.[CH3:28][N:29]([CH3:47])[C:30](=[O:46])[CH2:31][C@@H:32]([NH:35][C:36](=[O:45])[O:37][CH2:38][C:39]1[CH:44]=[CH:43][CH:42]=[CH:41][CH:40]=1)[CH2:33]O. The catalyst is C1(C)C=CC=CC=1. The product is [CH3:47][N:29]([CH3:28])[C:30](=[O:46])[CH2:31][C@@H:32]([NH:35][C:36](=[O:45])[O:37][CH2:38][C:39]1[CH:40]=[CH:41][CH:42]=[CH:43][CH:44]=1)[CH2:33][S:8][C:9]1[CH:10]=[CH:11][CH:12]=[CH:13][CH:14]=1. The yield is 0.630. (3) The reactants are C(O[C:6](=O)[NH:7]C1(C2C=CC(C3C(=O)C4C(=CC=C(C#N)C=4)OC=3C3C=CC=CC=3)=CC=2)CCC1)(C)(C)C.[C:38]([O:42][C:43](=[O:75])[NH:44][C:45]1([C:49]2[CH:54]=[CH:53][C:52]([C:55]3[C:64](=[O:65])[C:63]4[C:58](=[C:59](Br)[C:60]([O:66][CH3:67])=[CH:61][CH:62]=4)[O:57][C:56]=3[C:69]3[CH:74]=[CH:73][CH:72]=[CH:71][CH:70]=3)=[CH:51][CH:50]=2)[CH2:48][CH2:47][CH2:46]1)([CH3:41])([CH3:40])[CH3:39]. No catalyst specified. The product is [C:38]([O:42][C:43](=[O:75])[NH:44][C:45]1([C:49]2[CH:54]=[CH:53][C:52]([C:55]3[C:64](=[O:65])[C:63]4[C:58](=[C:59]([C:6]#[N:7])[C:60]([O:66][CH3:67])=[CH:61][CH:62]=4)[O:57][C:56]=3[C:69]3[CH:74]=[CH:73][CH:72]=[CH:71][CH:70]=3)=[CH:51][CH:50]=2)[CH2:48][CH2:47][CH2:46]1)([CH3:41])([CH3:40])[CH3:39]. The yield is 0.330. (4) The reactants are [CH3:1][O:2][C:3]1[CH:4]=[C:5]2[C:10](=[CH:11][C:12]=1[O:13][CH3:14])[N:9]=[CH:8][CH:7]=[C:6]2[O:15][C:16]1[CH:22]=[CH:21][C:19]([NH2:20])=[C:18]([CH3:23])[C:17]=1[CH3:24].Cl[C:26](Cl)([O:28][C:29](=[O:35])OC(Cl)(Cl)Cl)Cl.[CH2:37]([N:39]([CH2:44][CH3:45])[CH2:40][CH2:41]CO)[CH3:38].C(=O)(O)[O-].[Na+]. The catalyst is C(Cl)Cl.C(N(CC)CC)C.C1(C)C=CC=CC=1. The product is [CH3:1][O:2][C:3]1[CH:4]=[C:5]2[C:10](=[CH:11][C:12]=1[O:13][CH3:14])[N:9]=[CH:8][CH:7]=[C:6]2[O:15][C:16]1[CH:22]=[CH:21][C:19]([NH:20][C:29](=[O:35])[O:28][CH2:26][CH2:38][CH2:37][N:39]([CH2:44][CH3:45])[CH2:40][CH3:41])=[C:18]([CH3:23])[C:17]=1[CH3:24]. The yield is 0.780. (5) The reactants are [Br:1][C:2]1[N:3]=[C:4](S(C)(=O)=O)[C:5]2[N:6]([C:8]([I:11])=[CH:9][N:10]=2)[CH:7]=1.[CH2:16]([NH2:20])[CH:17]([CH3:19])[CH3:18].O. The yield is 0.775. The product is [Br:1][C:2]1[N:3]=[C:4]([NH:20][CH2:16][CH:17]([CH3:19])[CH3:18])[C:5]2[N:6]([C:8]([I:11])=[CH:9][N:10]=2)[CH:7]=1. The catalyst is CN1C(=O)CCC1. (6) The reactants are [Cl:1][C:2]1[N:7]=[C:6]([NH:8][NH:9][C:10](=[O:29])[C@H:11]([CH2:23][CH:24]2[CH2:28][CH2:27][CH2:26][CH2:25]2)[CH2:12][N:13]([O:16]C2CCCCO2)[CH:14]=[O:15])[C:5]([F:30])=[C:4]([N:31]([CH3:39])[CH2:32][C:33]2[CH:38]=[CH:37][N:36]=[CH:35][CH:34]=2)[N:3]=1. The product is [Cl:1][C:2]1[N:7]=[C:6]([NH:8][NH:9][C:10](=[O:29])[C@H:11]([CH2:23][CH:24]2[CH2:25][CH2:26][CH2:27][CH2:28]2)[CH2:12][N:13]([OH:16])[CH:14]=[O:15])[C:5]([F:30])=[C:4]([N:31]([CH3:39])[CH2:32][C:33]2[CH:34]=[CH:35][N:36]=[CH:37][CH:38]=2)[N:3]=1. The yield is 0.310. The catalyst is C(O)(=O)C.O. (7) The reactants are Br[C:2]1[CH:7]=[CH:6][C:5]([C:8]2[CH:13]=[CH:12][CH:11]=[CH:10][CH:9]=2)=[C:4]([F:14])[CH:3]=1.C([Li])CCC.CN([CH:23]=[O:24])C. The catalyst is O1CCCC1. The product is [F:14][C:4]1[CH:3]=[C:2]([CH:23]=[O:24])[CH:7]=[CH:6][C:5]=1[C:8]1[CH:13]=[CH:12][CH:11]=[CH:10][CH:9]=1. The yield is 0.625. (8) The reactants are [CH2:1]([O:3][C:4]([C:6]1[N:7]=[C:8]([NH2:11])[S:9][CH:10]=1)=[O:5])C.C[O-].[Na+]. The catalyst is CO. The product is [CH3:1][O:3][C:4]([C:6]1[N:7]=[C:8]([NH2:11])[S:9][CH:10]=1)=[O:5]. The yield is 0.450. (9) The yield is 0.160. The product is [Cl:1][C:2]1[C:3]2[C:4](=[O:5])[N:14]([CH2:15][C:16]3[CH:21]=[C:20]([O:22][CH3:23])[CH:19]=[C:18]([O:24][CH3:25])[CH:17]=3)[CH:13]([CH3:26])[C:7]=2[C:8]([F:12])=[C:9]([Cl:11])[N:10]=1. The catalyst is C1COCC1. The reactants are [Cl:1][C:2]1[N:10]=[C:9]([Cl:11])[C:8]([F:12])=[C:7]([CH:13]=[N:14][CH2:15][C:16]2[CH:21]=[C:20]([O:22][CH3:23])[CH:19]=[C:18]([O:24][CH3:25])[CH:17]=2)[C:3]=1[C:4](O)=[O:5].[CH3:26][Li].Cl. (10) The reactants are [NH2:1][C:2]1[CH:10]=[CH:9][CH:8]=[C:7]2[C:3]=1[C:4](=[O:20])[N:5]([CH:12]1[CH2:17][CH2:16][C:15](=[O:18])[NH:14][C:13]1=[O:19])[C:6]2=[O:11].Cl[C:22]([CH2:24][CH2:25][C:26]([O:28][CH3:29])=[O:27])=[O:23]. The catalyst is C1COCC1. The product is [O:19]=[C:13]1[CH:12]([N:5]2[C:4](=[O:20])[C:3]3[C:7](=[CH:8][CH:9]=[CH:10][C:2]=3[NH:1][C:22]([CH2:24][CH2:25][C:26]([O:28][CH3:29])=[O:27])=[O:23])[C:6]2=[O:11])[CH2:17][CH2:16][C:15](=[O:18])[NH:14]1. The yield is 0.970.